This data is from Full USPTO retrosynthesis dataset with 1.9M reactions from patents (1976-2016). The task is: Predict the reactants needed to synthesize the given product. (1) Given the product [F:8][C:6]1[CH:7]=[C:2]([CH2:19][C:20]([O:22][CH2:23][CH3:24])=[O:21])[CH:3]=[C:4]([O:10][CH2:11][C:12]2[CH:17]=[CH:16][CH:15]=[CH:14][CH:13]=2)[C:5]=1[F:9], predict the reactants needed to synthesize it. The reactants are: Br[C:2]1[CH:3]=[C:4]([O:10][CH2:11][C:12]2[CH:17]=[CH:16][CH:15]=[CH:14][CH:13]=2)[C:5]([F:9])=[C:6]([F:8])[CH:7]=1.C(OCC)(=O)[CH2:19][C:20]([O:22][CH2:23][CH3:24])=[O:21].C([O-])([O-])=O.[Cs+].[Cs+].O1CCOCC1. (2) Given the product [CH2:14]([O:21][N:22]1[C:2]2[N:3]=[CH:4][N:5]=[C:6]([CH3:13])[C:7]=2[C:8]([OH:10])=[C:24]([C:25]2[CH:30]=[CH:29][CH:28]=[CH:27][CH:26]=2)[C:23]1=[O:31])[C:15]1[CH:16]=[CH:17][CH:18]=[CH:19][CH:20]=1, predict the reactants needed to synthesize it. The reactants are: Cl[C:2]1[C:7]([C:8]([O:10]CC)=O)=[C:6]([CH3:13])[N:5]=[CH:4][N:3]=1.[CH2:14]([O:21][NH:22][C:23](=[O:31])[CH2:24][C:25]1[CH:30]=[CH:29][CH:28]=[CH:27][CH:26]=1)[C:15]1[CH:20]=[CH:19][CH:18]=[CH:17][CH:16]=1.C(=O)([O-])[O-].[K+].[K+].C(OCC)(=O)C. (3) Given the product [CH2:8]([C:15]1[C:19]2[CH:20]=[CH:21][C:22](/[C:24](/[CH2:43][CH3:44])=[CH:25]\[CH2:26][NH:27][OH:35])=[CH:23][C:18]=2[O:17][C:16]=1[CH2:45][CH3:46])[C:9]1[CH:10]=[CH:11][CH:12]=[CH:13][CH:14]=1, predict the reactants needed to synthesize it. The reactants are: C(O)(C(F)(F)F)=O.[CH2:8]([C:15]1[C:19]2[CH:20]=[CH:21][C:22](/[C:24](/[CH2:43][CH3:44])=[CH:25]\[CH2:26][N:27]([O:35]C(OC(C)(C)C)=O)C(=O)OC(C)(C)C)=[CH:23][C:18]=2[O:17][C:16]=1[CH2:45][CH3:46])[C:9]1[CH:14]=[CH:13][CH:12]=[CH:11][CH:10]=1. (4) Given the product [F:14][C@@H:11]1[CH2:10][C@@H:9]([C:15]([O:17][CH3:18])=[O:16])[C@H:8]([C:3]2[N:4]=[C:5]([CH3:7])[S:6][C:2]=2[C:28]2[CH:27]=[CH:26][C:25]([N:22]3[CH2:21][CH2:20][O:19][CH2:24][CH2:23]3)=[CH:30][CH:29]=2)[CH2:13][CH2:12]1, predict the reactants needed to synthesize it. The reactants are: Br[C:2]1[S:6][C:5]([CH3:7])=[N:4][C:3]=1[C@@H:8]1[CH2:13][CH2:12][C@H:11]([F:14])[CH2:10][C@H:9]1[C:15]([O:17][CH3:18])=[O:16].[O:19]1[CH2:24][CH2:23][N:22]([C:25]2[CH:30]=[CH:29][C:28](B(O)O)=[CH:27][CH:26]=2)[CH2:21][CH2:20]1.S(C1C=C(P(C2C=CC=C(S([O-])(=O)=O)C=2)C2C=CC=C(S([O-])(=O)=O)C=2)C=CC=1)([O-])(=O)=O.CN(C=O)C. (5) Given the product [OH:38][C:34]1([CH2:37][OH:39])[CH:36]=[CH:12][C:11]2[CH:14]=[C:15]([C:18]([O:20][CH3:21])=[O:19])[CH:16]=[CH:17][C:10]=2[O:9][CH2:35]1, predict the reactants needed to synthesize it. The reactants are: CS(N)(=O)=O.C=C1C=[CH:12][C:11]2[CH:14]=[C:15]([C:18]([O:20][CH3:21])=[O:19])[CH:16]=[CH:17][C:10]=2[O:9]C1.S(OS([O-])=O)([O-])=O.[Na+].[Na+].ClCCl.[C:34]([OH:38])([CH3:37])([CH3:36])[CH3:35].[OH2:39]. (6) Given the product [CH:3]([C:4]1[CH:9]=[CH:8][C:7]([CH3:10])=[C:6]([NH:11][C:12](=[O:13])[C:14]2[CH:15]=[CH:16][C:17]([NH:20][C:21]3[N:30]=[C:29]([C:31]4[CH:32]=[CH:33][CH:34]=[CH:35][CH:36]=4)[C:28]4[C:23](=[CH:24][CH:25]=[CH:26][CH:27]=4)[N:22]=3)=[CH:18][CH:19]=2)[CH:5]=1)=[O:37], predict the reactants needed to synthesize it. The reactants are: CN(OC)[C:3](=[O:37])[C:4]1[CH:9]=[CH:8][C:7]([CH3:10])=[C:6]([NH:11][C:12]([C:14]2[CH:19]=[CH:18][C:17]([NH:20][C:21]3[N:30]=[C:29]([C:31]4[CH:36]=[CH:35][CH:34]=[CH:33][CH:32]=4)[C:28]4[C:23](=[CH:24][CH:25]=[CH:26][CH:27]=4)[N:22]=3)=[CH:16][CH:15]=2)=[O:13])[CH:5]=1.[H-].C([Al+]CC(C)C)C(C)C.C(OCC)(=O)C. (7) Given the product [Br:1][C:2]1[CH:3]=[C:4]2[C:9](=[CH:10][CH:11]=1)[N:8]=[C:7]([O:20][CH3:19])[C:6]([CH:13]1[CH2:17][CH2:16][CH2:15][CH2:14]1)=[C:5]2[Cl:18], predict the reactants needed to synthesize it. The reactants are: [Br:1][C:2]1[CH:3]=[C:4]2[C:9](=[CH:10][CH:11]=1)[N:8]=[C:7](Cl)[C:6]([CH:13]1[CH2:17][CH2:16][CH2:15][CH2:14]1)=[C:5]2[Cl:18].[CH3:19][O-:20].[Na+].